Dataset: Reaction yield outcomes from USPTO patents with 853,638 reactions. Task: Predict the reaction yield, written as a fraction of the theoretical maximum amount of product (1.0 means a 100% yield; for example, 0.34 means a 34% yield). (1) The product is [Br:1][C:2]1[CH:20]=[CH:19][C:5]2[C:6]3[N:7]([CH:11]=[C:12]([C:14]4[N:29]([C:24]5[CH:25]=[CH:26][CH:27]=[CH:28][C:23]=5[Cl:22])[N:30]=[CH:17][N:16]=4)[N:13]=3)[CH2:8][CH2:9][O:10][C:4]=2[CH:3]=1. The reactants are [Br:1][C:2]1[CH:20]=[CH:19][C:5]2[C:6]3[N:7]([CH:11]=[C:12]([C:14]([NH:16][CH:17]=O)=O)[N:13]=3)[CH2:8][CH2:9][O:10][C:4]=2[CH:3]=1.Cl.[Cl:22][C:23]1[CH:28]=[CH:27][CH:26]=[CH:25][C:24]=1[NH:29][NH2:30]. The yield is 0.650. The catalyst is CC(O)=O. (2) The reactants are O[Li].O.O.C([O:9][C:10]([C:12]1([CH2:17][CH2:18][CH2:19][CH2:20][CH2:21][C:22](=[O:40])[CH2:23][CH2:24][CH2:25][CH2:26][CH2:27][C:28]2([C:33]([O:35]CCCC)=[O:34])[CH2:32][CH2:31][CH2:30][CH2:29]2)[CH2:16][CH2:15][CH2:14][CH2:13]1)=[O:11])CCC. The catalyst is CCO. The product is [C:33]([C:28]1([CH2:27][CH2:26][CH2:25][CH2:24][CH2:23][C:22](=[O:40])[CH2:21][CH2:20][CH2:19][CH2:18][CH2:17][C:12]2([C:10]([OH:11])=[O:9])[CH2:16][CH2:15][CH2:14][CH2:13]2)[CH2:29][CH2:30][CH2:31][CH2:32]1)([OH:35])=[O:34]. The yield is 0.830. (3) The reactants are [Li+].CC([N-]C(C)C)C.[C:9](#[N:11])[CH3:10].[CH:12]1([CH2:15][O:16][C:17]2[CH:18]=[C:19]([CH2:23][CH2:24][C:25](OC)=O)[CH:20]=[CH:21][CH:22]=2)[CH2:14][CH2:13]1.[NH2:29][NH2:30]. The catalyst is C1COCC1. The product is [CH:12]1([CH2:15][O:16][C:17]2[CH:18]=[C:19]([CH2:23][CH2:24][C:25]3[NH:30][N:29]=[C:9]([NH2:11])[CH:10]=3)[CH:20]=[CH:21][CH:22]=2)[CH2:13][CH2:14]1. The yield is 0.610. (4) The reactants are [Cl-].[Cl-].[Cl-].[Al+3].[F:5][C:6]1[C:23]([NH:24][S:25]([CH2:28][CH2:29][CH3:30])(=[O:27])=[O:26])=[CH:22][CH:21]=[C:20]([F:31])[C:7]=1[C:8]([NH:10][C:11]1[CH:12]=[C:13]2[CH:19]=[CH:18][NH:17][C:14]2=[N:15][CH:16]=1)=[O:9].[C:32](Cl)(=[O:34])[CH3:33].C[N+]([O-])=O. The catalyst is C(Cl)Cl. The product is [C:32]([C:19]1[C:13]2[C:14](=[N:15][CH:16]=[C:11]([NH:10][C:8](=[O:9])[C:7]3[C:20]([F:31])=[CH:21][CH:22]=[C:23]([NH:24][S:25]([CH2:28][CH2:29][CH3:30])(=[O:27])=[O:26])[C:6]=3[F:5])[CH:12]=2)[NH:17][CH:18]=1)(=[O:34])[CH3:33]. The yield is 0.640. (5) The reactants are [N:1]1([CH2:6][CH2:7][OH:8])[CH2:5][CH2:4][CH2:3][CH2:2]1.F[C:10]1[CH:17]=[CH:16][C:15]([N+:18]([O-:20])=[O:19])=[CH:14][C:11]=1[C:12]#[N:13].[H-].[Na+]. The catalyst is CN(C=O)C. The product is [N+:18]([C:15]1[CH:16]=[CH:17][C:10]([O:8][CH2:7][CH2:6][N:1]2[CH2:5][CH2:4][CH2:3][CH2:2]2)=[C:11]([CH:14]=1)[C:12]#[N:13])([O-:20])=[O:19]. The yield is 0.220. (6) The reactants are [C:1]([OH:4])(=[O:3])[CH3:2].[OH:5][C@H:6]1[CH2:30][CH2:29][C@@:28]2([CH3:31])[C@H:8]([CH2:9][CH2:10][C@@H:11]3[C:27]2=[CH:26][CH2:25][C@@:24]2([CH3:32])[C@H:12]3[CH2:13][CH2:14][C@@H:15]2[C@H:16]([CH3:23])[CH2:17][CH2:18][C:19]([O:21][CH3:22])=[O:20])[CH2:7]1. The catalyst is CC(O)=O. The product is [C:1]([OH:4])(=[O:3])[CH3:2].[OH:5][C@H:6]1[CH2:30][CH2:29][C@@:28]2([CH3:31])[C@H:8]([CH2:9][CH2:10][C@@H:11]3[C:27]2=[CH:26][C:25](=[O:3])[C@@:24]2([CH3:32])[C@H:12]3[CH2:13][CH2:14][C@@H:15]2[C@H:16]([CH3:23])[CH2:17][CH2:18][C:19]([O:21][CH3:22])=[O:20])[CH2:7]1. The yield is 0.605.